This data is from Full USPTO retrosynthesis dataset with 1.9M reactions from patents (1976-2016). The task is: Predict the reactants needed to synthesize the given product. (1) Given the product [F:1][C:2]1[CH:3]=[CH:4][C:5]([CH2:6][C:7]2[C:16]([O:17][CH3:18])=[CH:15][CH:14]=[C:13]3[C:8]=2[C:9](=[O:24])[N:10]([CH2:20][CH2:21][CH2:22][OH:23])[C:11](=[O:19])[N:12]3[CH3:29])=[CH:25][CH:26]=1, predict the reactants needed to synthesize it. The reactants are: [F:1][C:2]1[CH:26]=[CH:25][C:5]([CH2:6][C:7]2[C:16]([O:17][CH3:18])=[CH:15][CH:14]=[C:13]3[C:8]=2[C:9](=[O:24])[N:10]([CH2:20][CH2:21][CH2:22][OH:23])[C:11](=[O:19])[NH:12]3)=[CH:4][CH:3]=1.CI.[C:29]([O-])([O-])=O.[K+].[K+]. (2) The reactants are: [CH2:1]([O:8][C:9]([C:18]1[CH:23]=[CH:22][C:21]([N:24]2[CH2:29][CH2:28][N:27]([C:30](=[O:33])[CH2:31]Br)[CH2:26][CH2:25]2)=[C:20](/[CH:34]=[CH:35]\[CH3:36])[CH:19]=1)([C:14]([F:17])([F:16])[F:15])[C:10]([F:13])([F:12])[F:11])[C:2]1[CH:7]=[CH:6][CH:5]=[CH:4][CH:3]=1.[O:37]1[C:46]2[C:41](=[N:42][C:43]([C:47]3([CH3:54])[NH:51][C:50](=[O:52])[NH:49][C:48]3=[O:53])=[CH:44][CH:45]=2)[O:40][CH2:39][CH2:38]1. Given the product [CH2:1]([O:8][C:9]([C:18]1[CH:23]=[CH:22][C:21]([N:24]2[CH2:29][CH2:28][N:27]([C:30](=[O:33])[CH2:31][N:49]3[C:48](=[O:53])[C:47]([C:43]4[N:42]=[C:41]5[O:40][CH2:39][CH2:38][O:37][C:46]5=[CH:45][CH:44]=4)([CH3:54])[NH:51][C:50]3=[O:52])[CH2:26][CH2:25]2)=[C:20]([CH:34]=[CH:35][CH3:36])[CH:19]=1)([C:14]([F:17])([F:16])[F:15])[C:10]([F:13])([F:12])[F:11])[C:2]1[CH:7]=[CH:6][CH:5]=[CH:4][CH:3]=1, predict the reactants needed to synthesize it. (3) Given the product [Si:35]([O:42][CH2:43][C:44]1[CH:45]=[C:46]([CH:49]=[CH:50][CH:51]=1)[CH2:47][O:25][C:20]1[CH:21]=[CH:22][CH:23]=[CH:24][C:19]=1[CH2:18][C:17]1[C:13]([O:12][C@@H:1]2[O:9][C@H:8]([CH2:10][OH:11])[C@@H:6]([OH:7])[C@H:4]([OH:5])[C@H:2]2[OH:3])=[N:14][NH:15][C:16]=1[CH:26]([CH3:28])[CH3:27])([C:38]([CH3:41])([CH3:40])[CH3:39])([CH3:37])[CH3:36], predict the reactants needed to synthesize it. The reactants are: [C@@H:1]1([O:12][C:13]2[C:17]([CH2:18][C:19]3[CH:24]=[CH:23][CH:22]=[CH:21][C:20]=3[OH:25])=[C:16]([CH:26]([CH3:28])[CH3:27])[NH:15][N:14]=2)[O:9][C@H:8]([CH2:10][OH:11])[C@@H:6]([OH:7])[C@H:4]([OH:5])[C@H:2]1[OH:3].C(=O)([O-])[O-].[K+].[K+].[Si:35]([O:42][CH2:43][C:44]1[CH:45]=[C:46]([CH:49]=[CH:50][CH:51]=1)[CH2:47]Br)([C:38]([CH3:41])([CH3:40])[CH3:39])([CH3:37])[CH3:36].O. (4) Given the product [NH2:10][C:9]1[NH:11][C:15](=[O:14])[C:16]([O:20][C:21]2[CH:26]=[C:25]([CH3:27])[C:24]([O:28][CH3:29])=[CH:23][C:22]=2[CH:30]([CH3:32])[CH3:31])=[CH:17][N:8]=1, predict the reactants needed to synthesize it. The reactants are: C[O-].[Na+].C(=O)(O)O.[NH2:8][C:9]([NH2:11])=[NH:10].C([O:14][C:15](=O)[C:16]([O:20][C:21]1[CH:26]=[C:25]([CH3:27])[C:24]([O:28][CH3:29])=[CH:23][C:22]=1[CH:30]([CH3:32])[CH3:31])=[CH:17]OC)C. (5) Given the product [CH2:12]([N:16]1[C:24](=[O:25])[C:23]2[C:18](=[CH:19][CH:20]=[C:21]([CH3:26])[CH:22]=2)[CH:17]1[CH2:27][C:28]([NH:10][C:9]([NH2:11])=[NH:8])=[O:29])[CH:13]([CH3:15])[CH3:14], predict the reactants needed to synthesize it. The reactants are: CC(C)([O-])C.[K+].[Cl-].[NH2:8][C:9]([NH2:11])=[NH2+:10].[CH2:12]([N:16]1[C:24](=[O:25])[C:23]2[C:18](=[CH:19][CH:20]=[C:21]([CH3:26])[CH:22]=2)[CH:17]1[CH2:27][C:28](OCC)=[O:29])[CH:13]([CH3:15])[CH3:14]. (6) Given the product [CH:22]([C:8]1[C:9]2[C:14](=[CH:13][CH:12]=[C:11]([C:15]([O:17][CH3:18])=[O:16])[CH:10]=2)[NH:6][CH:7]=1)=[O:23], predict the reactants needed to synthesize it. The reactants are: O=P(Cl)(Cl)Cl.[NH:6]1[C:14]2[C:9](=[CH:10][C:11]([C:15]([O:17][CH3:18])=[O:16])=[CH:12][CH:13]=2)[CH:8]=[CH:7]1.CN([CH:22]=[O:23])C. (7) Given the product [OH:2][C:3]1[C:8]2[O:9][CH:10]([CH3:14])[C:11](=[O:13])[NH:12][C:7]=2[CH:6]=[C:5]([CH:15]=[O:16])[CH:4]=1, predict the reactants needed to synthesize it. The reactants are: C[O:2][C:3]1[C:8]2[O:9][CH:10]([CH3:14])[C:11](=[O:13])[NH:12][C:7]=2[CH:6]=[C:5]([CH:15]=[O:16])[CH:4]=1.B(Br)(Br)Br.